Predict the reaction yield, written as a fraction of the theoretical maximum amount of product (1.0 means a 100% yield; for example, 0.34 means a 34% yield). From a dataset of Reaction yield outcomes from USPTO patents with 853,638 reactions. (1) The reactants are [CH:1]1[C:14]2[CH:13]=[C:12](B(O)O)[C:11]3[C:6](=[CH:7][CH:8]=[CH:9][CH:10]=3)[C:5]=2[CH:4]=[CH:3][CH:2]=1.[Br:18][C:19]1[CH:28]=[CH:27][C:26]2[C:21](=[CH:22][C:23](Br)=[CH:24][CH:25]=2)[CH:20]=1.C(COC)OC.C(=O)([O-])[O-].[Na+].[Na+]. The catalyst is C1C=CC([P]([Pd]([P](C2C=CC=CC=2)(C2C=CC=CC=2)C2C=CC=CC=2)([P](C2C=CC=CC=2)(C2C=CC=CC=2)C2C=CC=CC=2)[P](C2C=CC=CC=2)(C2C=CC=CC=2)C2C=CC=CC=2)(C2C=CC=CC=2)C2C=CC=CC=2)=CC=1.O.C1(C)C=CC=CC=1. The product is [Br:18][C:19]1[CH:20]=[C:21]2[C:26]([CH:25]=[CH:24][C:23]([C:12]3[C:11]4[C:6]([C:5]5[CH:4]=[CH:3][CH:2]=[CH:1][C:14]=5[CH:13]=3)=[CH:7][CH:8]=[CH:9][CH:10]=4)=[CH:22]2)=[CH:27][CH:28]=1. The yield is 0.310. (2) The reactants are [CH:1]([C@H:14]1[O:19][CH2:18][C@@H:17]([NH2:20])[CH2:16][CH2:15]1)([C:8]1[CH:13]=[CH:12][CH:11]=[CH:10][CH:9]=1)[C:2]1[CH:7]=[CH:6][CH:5]=[CH:4][CH:3]=1.[Br:21][C:22]1[CH:29]=[CH:28][C:25]([CH:26]=O)=[CH:24][CH:23]=1.C(O)(=O)C.[BH3-]C#N.[Na+]. The catalyst is ClCCCl.CO. The product is [CH:1]([C@H:14]1[O:19][CH2:18][C@@H:17]([NH:20][CH2:26][C:25]2[CH:28]=[CH:29][C:22]([Br:21])=[CH:23][CH:24]=2)[CH2:16][CH2:15]1)([C:8]1[CH:13]=[CH:12][CH:11]=[CH:10][CH:9]=1)[C:2]1[CH:3]=[CH:4][CH:5]=[CH:6][CH:7]=1. The yield is 0.800. (3) The reactants are [C:1]([O:5][C:6]([NH:8][C@@H:9]([CH2:15][CH2:16][C:17](=[O:21])[CH:18]=[N+]=[N-])[C:10]([O:12][CH2:13][CH3:14])=[O:11])=[O:7])([CH3:4])([CH3:3])[CH3:2]. The catalyst is C(Cl)Cl. The product is [O:21]=[C:17]1[CH2:18][N:8]([C:6]([O:5][C:1]([CH3:4])([CH3:3])[CH3:2])=[O:7])[C@H:9]([C:10]([O:12][CH2:13][CH3:14])=[O:11])[CH2:15][CH2:16]1. The yield is 0.550.